From a dataset of Peptide-MHC class I binding affinity with 185,985 pairs from IEDB/IMGT. Regression. Given a peptide amino acid sequence and an MHC pseudo amino acid sequence, predict their binding affinity value. This is MHC class I binding data. (1) The peptide sequence is ITMGSLFFV. The MHC is HLA-A02:03 with pseudo-sequence HLA-A02:03. The binding affinity (normalized) is 1.00. (2) The peptide sequence is SSMLNIMNR. The MHC is HLA-A31:01 with pseudo-sequence HLA-A31:01. The binding affinity (normalized) is 0.133. (3) The peptide sequence is VTDLENRLKK. The MHC is HLA-A33:01 with pseudo-sequence HLA-A33:01. The binding affinity (normalized) is 0.